The task is: Predict the product of the given reaction.. This data is from Forward reaction prediction with 1.9M reactions from USPTO patents (1976-2016). (1) Given the reactants C[O:2][C:3](=[O:24])[C:4]1[CH:9]=[C:8]([C:10]2[S:11][CH:12]=[C:13]([C:15]3[CH:20]=[CH:19][C:18]([Cl:21])=[C:17]([Cl:22])[CH:16]=3)[N:14]=2)[CH:7]=[CH:6][C:5]=1Br.[CH3:25][O:26][C:27]1[N:32]=[CH:31][C:30](B(O)O)=[CH:29][N:28]=1, predict the reaction product. The product is: [Cl:22][C:17]1[CH:16]=[C:15]([C:13]2[N:14]=[C:10]([C:8]3[CH:7]=[CH:6][C:5]([C:30]4[CH:29]=[N:28][C:27]([O:26][CH3:25])=[N:32][CH:31]=4)=[C:4]([CH:9]=3)[C:3]([OH:2])=[O:24])[S:11][CH:12]=2)[CH:20]=[CH:19][C:18]=1[Cl:21]. (2) The product is: [C:28]1([N:27]([CH2:26][CH2:25][C:23]([O:22][CH2:20][CH3:21])=[O:24])[C:13]([C:10]2[CH:11]=[CH:12][C:6]3[S:5][C:4]([CH2:3][O:2][CH3:1])=[N:8][C:7]=3[CH:9]=2)=[O:15])[CH:33]=[CH:32][CH:31]=[CH:30][CH:29]=1. Given the reactants [CH3:1][O:2][CH2:3][C:4]1[S:5][C:6]2[CH:12]=[CH:11][C:10]([C:13]([OH:15])=O)=[CH:9][C:7]=2[N:8]=1.S(Cl)(Cl)=O.[CH2:20]([O:22][C:23]([CH2:25][CH2:26][NH:27][C:28]1[CH:33]=[CH:32][CH:31]=[CH:30][CH:29]=1)=[O:24])[CH3:21].C(N(CC)CC)C, predict the reaction product. (3) Given the reactants [CH3:1][C@H:2]1[NH:8][CH2:7][C:6]2[CH:9]=[CH:10][CH:11]=[CH:12][C:5]=2[NH:4][CH2:3]1.[C:13](OC(=O)C)(=[O:15])[CH3:14].CCN(CC)CC, predict the reaction product. The product is: [CH3:1][C@H:2]1[N:8]([C:13](=[O:15])[CH3:14])[CH2:7][C:6]2[CH:9]=[CH:10][CH:11]=[CH:12][C:5]=2[NH:4][CH2:3]1. (4) Given the reactants [OH:1][C:2]1[CH:3]=[CH:4][C:5]2[N:9]=[CH:8][N:7]([C:10]3[S:14][C:13]([C:15]([NH2:17])=[O:16])=[C:12]([O:18][C@@H:19]([C:21]4[CH:26]=[CH:25][CH:24]=[CH:23][C:22]=4[C:27]([F:30])([F:29])[F:28])[CH3:20])[CH:11]=3)[C:6]=2[CH:31]=1.[F:32][C:33]([F:39])([F:38])[S:34](Cl)(=[O:36])=[O:35], predict the reaction product. The product is: [F:32][C:33]([F:39])([F:38])[S:34]([O:1][C:2]1[CH:3]=[CH:4][C:5]2[N:9]=[CH:8][N:7]([C:10]3[S:14][C:13]([C:15]([NH2:17])=[O:16])=[C:12]([O:18][C@@H:19]([C:21]4[CH:26]=[CH:25][CH:24]=[CH:23][C:22]=4[C:27]([F:29])([F:28])[F:30])[CH3:20])[CH:11]=3)[C:6]=2[CH:31]=1)(=[O:36])=[O:35].